Dataset: Full USPTO retrosynthesis dataset with 1.9M reactions from patents (1976-2016). Task: Predict the reactants needed to synthesize the given product. (1) The reactants are: [CH:1]1([C:4]2[CH:5]=[C:6]([C:14]#[C:15][Si](C(C)C)(C(C)C)C(C)C)[CH:7]=[CH:8][C:9]=2[O:10][CH:11]([F:13])[F:12])[CH2:3][CH2:2]1.CCCC[N+](CCCC)(CCCC)CCCC.[F-]. Given the product [CH:1]1([C:4]2[CH:5]=[C:6]([C:14]#[CH:15])[CH:7]=[CH:8][C:9]=2[O:10][CH:11]([F:12])[F:13])[CH2:3][CH2:2]1, predict the reactants needed to synthesize it. (2) Given the product [Br:1][C:2]1[CH:3]=[C:4]([CH:16]=[CH:17][CH:18]=1)[CH2:5][N:6]1[C:10]2[CH:11]=[CH:12][CH:13]=[CH:14][C:9]=2[N:8]([CH2:28][CH:26]([OH:27])[CH2:25][O:24][C:23]2[CH:29]=[CH:30][C:20]([F:19])=[CH:21][CH:22]=2)[C:7]1=[NH:15], predict the reactants needed to synthesize it. The reactants are: [Br:1][C:2]1[CH:3]=[C:4]([CH:16]=[CH:17][CH:18]=1)[CH2:5][N:6]1[C:10]2[CH:11]=[CH:12][CH:13]=[CH:14][C:9]=2[NH:8][C:7]1=[NH:15].[F:19][C:20]1[CH:30]=[CH:29][C:23]([O:24][CH2:25][CH:26]2[CH2:28][O:27]2)=[CH:22][CH:21]=1. (3) Given the product [Cl:1][C:2]1[CH:7]=[CH:6][C:5]([S:8]([N:11]([CH2:20][C:21]2[CH:30]=[CH:29][C:24]([C:25]([O:27][CH3:28])=[O:26])=[CH:23][CH:22]=2)[CH:12]2[CH2:17][CH2:16][CH2:15][CH:14]([CH3:18])[CH2:13]2)(=[O:10])=[O:9])=[CH:4][CH:3]=1, predict the reactants needed to synthesize it. The reactants are: [Cl:1][C:2]1[CH:7]=[CH:6][C:5]([S:8]([NH:11][CH:12]2[CH2:17][CH2:16][CH2:15][CH:14]([CH3:18])[CH2:13]2)(=[O:10])=[O:9])=[CH:4][CH:3]=1.Br[CH2:20][C:21]1[CH:30]=[CH:29][C:24]([C:25]([O:27][CH3:28])=[O:26])=[CH:23][CH:22]=1.C(=O)([O-])[O-].[Cs+].[Cs+].O. (4) Given the product [CH:1]1([C@H:5]([NH:7][C:8]2[N:16]=[C:15]([C:17]([OH:41])=[O:38])[N:14]=[C:13]3[C:9]=2[N:10]([CH2:27][C:28]2[CH:33]=[CH:32][C:31]([C:34]([F:37])([F:36])[F:35])=[CH:30][CH:29]=2)[C:11]([C:19]2[S:20][C:21]([CH:24]([CH3:26])[CH3:25])=[CH:22][N:23]=2)=[N:12]3)[CH3:6])[CH2:4][CH2:3][CH2:2]1, predict the reactants needed to synthesize it. The reactants are: [CH:1]1([C@H:5]([NH:7][C:8]2[N:16]=[C:15]([C:17]#N)[N:14]=[C:13]3[C:9]=2[N:10]([CH2:27][C:28]2[CH:33]=[CH:32][C:31]([C:34]([F:37])([F:36])[F:35])=[CH:30][CH:29]=2)[C:11]([C:19]2[S:20][C:21]([CH:24]([CH3:26])[CH3:25])=[CH:22][N:23]=2)=[N:12]3)[CH3:6])[CH2:4][CH2:3][CH2:2]1.[OH-:38].[Na+].C(O)(C(F)(F)F)=[O:41]. (5) Given the product [C:14]1([C:12]2[C:3]3[C:2](=[CH:7][CH:6]=[C:5]([C:8]([F:11])([F:10])[F:9])[CH:4]=3)[NH:1][C:26](=[O:27])[C:25]=2[C:24]2[NH:23][N:22]=[N:21][N:20]=2)[CH:19]=[CH:18][CH:17]=[CH:16][CH:15]=1, predict the reactants needed to synthesize it. The reactants are: [NH2:1][C:2]1[CH:7]=[CH:6][C:5]([C:8]([F:11])([F:10])[F:9])=[CH:4][C:3]=1[C:12]([C:14]1[CH:19]=[CH:18][CH:17]=[CH:16][CH:15]=1)=O.[NH:20]1[C:24]([CH2:25][C:26](O)=[O:27])=[N:23][N:22]=[N:21]1.CCCP1(OP(CCC)(=O)OP(CCC)(=O)O1)=O.O. (6) Given the product [Br:1][C:2]1[CH:3]=[CH:4][C:5]([C:8]2([CH2:13][OH:14])[CH2:12][CH2:11][CH2:10][CH2:9]2)=[CH:6][CH:7]=1, predict the reactants needed to synthesize it. The reactants are: [Br:1][C:2]1[CH:7]=[CH:6][C:5]([C:8]2([CH:13]=[O:14])[CH2:12][CH2:11][CH2:10][CH2:9]2)=[CH:4][CH:3]=1.[BH4-].[Na+]. (7) Given the product [CH3:15][O:4][C:3](=[O:5])[CH:2]([OH:1])[CH2:6][C:7]1[CH:8]=[CH:9][C:10]([OH:13])=[CH:11][CH:12]=1, predict the reactants needed to synthesize it. The reactants are: [OH:1][CH:2]([CH2:6][C:7]1[CH:12]=[CH:11][C:10]([OH:13])=[CH:9][CH:8]=1)[C:3]([OH:5])=[O:4].Cl.[CH3:15]O. (8) Given the product [NH:2]([C:6]1[N:11]=[C:10]([NH2:12])[N:9]=[C:8]([NH2:13])[C:7]=1[N:14]=[O:15])[NH2:3], predict the reactants needed to synthesize it. The reactants are: O.[NH2:2][NH2:3].CS[C:6]1[N:11]=[C:10]([NH2:12])[N:9]=[C:8]([NH2:13])[C:7]=1[N:14]=[O:15]. (9) Given the product [F:15][C:16]1[CH:21]=[CH:20][C:19]([C:2]2[CH:11]=[N:10][CH:9]=[C:8]3[C:3]=2[CH:4]=[C:5]([C:12]([NH2:14])=[O:13])[CH:6]=[N:7]3)=[CH:18][CH:17]=1, predict the reactants needed to synthesize it. The reactants are: Br[C:2]1[CH:11]=[N:10][CH:9]=[C:8]2[C:3]=1[CH:4]=[C:5]([C:12]([NH2:14])=[O:13])[CH:6]=[N:7]2.[F:15][C:16]1[CH:21]=[CH:20][C:19](B(O)O)=[CH:18][CH:17]=1.C(=O)([O-])[O-].[Cs+].[Cs+]. (10) Given the product [Cl:21][C:14]1[N:13]=[C:12]2[C:17]([N:18]=[CH:19][N:11]2[C@@H:9]2[CH2:10][C@H:6]([N:27]3[N:28]=[N:29][C:25]([CH2:23][CH3:24])=[N:26]3)[CH:7]=[CH:8]2)=[C:16]([Cl:20])[N:15]=1, predict the reactants needed to synthesize it. The reactants are: C(OC(=O)O[C@H:6]1[CH2:10][C@@H:9]([N:11]2[CH:19]=[N:18][C:17]3[C:12]2=[N:13][C:14]([Cl:21])=[N:15][C:16]=3[Cl:20])[CH:8]=[CH:7]1)C.[CH2:23]([C:25]1[N:26]=[N:27][NH:28][N:29]=1)[CH3:24].C1(P(C2C=CC=CC=2)C2C=CC=CC=2)C=CC=CC=1.